Dataset: Forward reaction prediction with 1.9M reactions from USPTO patents (1976-2016). Task: Predict the product of the given reaction. (1) Given the reactants [OH:1][C:2]1[CH:10]=[CH:9][C:5]([CH2:6][CH2:7][Cl:8])=[CH:4][CH:3]=1.[C:11](Cl)(=[O:15])[CH2:12][CH2:13][CH3:14].N1C=CC=CC=1, predict the reaction product. The product is: [Cl:8][CH2:7][CH2:6][C:5]1[CH:9]=[CH:10][C:2]([O:1][C:11](=[O:15])[CH2:12][CH2:13][CH3:14])=[CH:3][CH:4]=1. (2) Given the reactants Cl.CC1(C)[O:8][CH2:7][CH:6]([CH2:9][N:10]([CH2:12][C:13]2[C:17]3[N:18]=[CH:19][NH:20][C:21](=[O:22])[C:16]=3[NH:15][CH:14]=2)[CH3:11])[CH2:5][O:4]1, predict the reaction product. The product is: [OH:4][CH2:5][CH:6]([CH2:7][OH:8])[CH2:9][N:10]([CH2:12][C:13]1[C:17]2[N:18]=[CH:19][NH:20][C:21](=[O:22])[C:16]=2[NH:15][CH:14]=1)[CH3:11]. (3) Given the reactants C([O:3][C:4]([C:6]1([S:21]([C:24]2[CH:29]=[CH:28][C:27]([O:30][CH2:31][C:32]#[C:33][CH3:34])=[CH:26][CH:25]=2)(=[O:23])=[O:22])[CH2:11][CH2:10][N:9]([CH2:12][C:13]2[CH:18]=[CH:17][C:16]([O:19][CH3:20])=[CH:15][CH:14]=2)[CH2:8][CH2:7]1)=[O:5])C, predict the reaction product. The product is: [CH2:31]([O:30][C:27]1[CH:28]=[CH:29][C:24]([S:21]([C:6]2([C:4]([OH:5])=[O:3])[CH2:7][CH2:8][N:9]([CH2:12][C:13]3[CH:14]=[CH:15][C:16]([O:19][CH3:20])=[CH:17][CH:18]=3)[CH2:10][CH2:11]2)(=[O:22])=[O:23])=[CH:25][CH:26]=1)[C:32]#[C:33][CH3:34]. (4) Given the reactants [CH3:1][C:2]1[C:3]([N+:12]([O-:14])=[O:13])=[C:4]([CH2:8][C:9]([OH:11])=O)[CH:5]=[CH:6][CH:7]=1.C[C:16]1C=CC=[C:18](C)[C:17]=1[N+:23]([O-])=O.C(Cl)(=O)C(Cl)=O, predict the reaction product. The product is: [CH3:1][C:2]1[C:3]([N+:12]([O-:14])=[O:13])=[C:4]([CH2:8][C:9]([NH:23][CH:17]([CH3:18])[CH3:16])=[O:11])[CH:5]=[CH:6][CH:7]=1. (5) Given the reactants [H-].[Na+].[C:3]([C:5]1[CH:6]=[C:7]2[C:11](=[CH:12][CH:13]=1)[NH:10][C:9](=[O:14])[CH2:8]2)#[N:4].Cl[C:16]1[CH:21]=[CH:20][C:19]([CH2:22][N:23]2[CH2:28][CH2:27][CH2:26][CH:25]([CH3:29])[CH2:24]2)=[CH:18][N+:17]=1[O-].Cl.P(Cl)(Cl)Cl, predict the reaction product. The product is: [OH:14][C:9]1[NH:10][C:11]2[C:7]([C:8]=1[C:16]1[CH:21]=[CH:20][C:19]([CH2:22][N:23]3[CH2:28][CH2:27][CH2:26][CH:25]([CH3:29])[CH2:24]3)=[CH:18][N:17]=1)=[CH:6][C:5]([C:3]#[N:4])=[CH:13][CH:12]=2. (6) Given the reactants [F:1][C:2]1[CH:3]=[C:4]([CH:8]2[CH2:13][CH2:12][CH2:11][CH2:10][N:9]2[C:14]2[CH:15]=[CH:16][C:17]3[N:18]([C:20]([N+:23]([O-])=O)=[CH:21][N:22]=3)[N:19]=2)[CH:5]=[CH:6][CH:7]=1, predict the reaction product. The product is: [F:1][C:2]1[CH:3]=[C:4]([CH:8]2[CH2:13][CH2:12][CH2:11][CH2:10][N:9]2[C:14]2[CH:15]=[CH:16][C:17]3[N:18]([C:20]([NH2:23])=[CH:21][N:22]=3)[N:19]=2)[CH:5]=[CH:6][CH:7]=1. (7) Given the reactants C1C=CC(P(C2C=CC=CC=2)C2C=CC=CC=2)=CC=1.N1C=CN=C1.[I:25]I.[CH2:27]([O:34][C:35]1[CH:40]=[C:39]([F:41])[C:38]([F:42])=[CH:37][C:36]=1[CH2:43][CH2:44]O)[C:28]1[CH:33]=[CH:32][CH:31]=[CH:30][CH:29]=1, predict the reaction product. The product is: [CH2:27]([O:34][C:35]1[CH:40]=[C:39]([F:41])[C:38]([F:42])=[CH:37][C:36]=1[CH2:43][CH2:44][I:25])[C:28]1[CH:33]=[CH:32][CH:31]=[CH:30][CH:29]=1.